This data is from Forward reaction prediction with 1.9M reactions from USPTO patents (1976-2016). The task is: Predict the product of the given reaction. (1) The product is: [CH2:14]([C:11]1[S:10][C:9]([S:6]([NH:5][C:1]([CH3:4])([CH3:3])[CH3:2])(=[O:7])=[O:8])=[C:13]([B:27]([OH:28])[OH:26])[CH:12]=1)[CH2:15][CH2:16][CH3:17]. Given the reactants [C:1]([NH:5][S:6]([C:9]1[S:10][C:11]([CH2:14][CH2:15][CH2:16][CH3:17])=[CH:12][CH:13]=1)(=[O:8])=[O:7])([CH3:4])([CH3:3])[CH3:2].[Li]CCCC.C([O:26][B:27](OC(C)C)[O:28]C(C)C)(C)C, predict the reaction product. (2) Given the reactants C([O:3][C:4](=[O:29])[CH2:5][C:6]1[C:7]([CH3:28])=[C:8]([S:16][C:17]2[CH:22]=[CH:21][C:20]([S:23]([CH3:26])(=[O:25])=[O:24])=[C:19]([Cl:27])[CH:18]=2)[N:9]2[C:14]=1[CH:13]=[CH:12][C:11]([F:15])=[CH:10]2)C.C(O)C.O.[OH-].[Li+], predict the reaction product. The product is: [Cl:27][C:19]1[CH:18]=[C:17]([S:16][C:8]2[N:9]3[C:14]([CH:13]=[CH:12][C:11]([F:15])=[CH:10]3)=[C:6]([CH2:5][C:4]([OH:29])=[O:3])[C:7]=2[CH3:28])[CH:22]=[CH:21][C:20]=1[S:23]([CH3:26])(=[O:24])=[O:25]. (3) The product is: [NH2:23][C:20]1[N:21]=[CH:22][C:17]([C:3]2[CH:4]=[CH:5][C:6]([C:25]3[CH:30]=[CH:29][CH:28]=[CH:27][C:26]=3[NH:31][C:32]([NH2:34])=[O:33])=[CH:7][C:2]=2[F:1])=[N:18][CH:19]=1. Given the reactants [F:1][C:2]1[CH:7]=[C:6](B2OC(C)(C)C(C)(C)O2)[CH:5]=[CH:4][C:3]=1[C:17]1[N:18]=[CH:19][C:20]([NH2:23])=[N:21][CH:22]=1.Br[C:25]1[CH:30]=[CH:29][CH:28]=[CH:27][C:26]=1[NH:31][C:32]([NH2:34])=[O:33], predict the reaction product.